From a dataset of Catalyst prediction with 721,799 reactions and 888 catalyst types from USPTO. Predict which catalyst facilitates the given reaction. (1) Reactant: NC1SC=C2C=1C(=O)N(C1C=CC(Cl)=CC=1)N=C2C(O)=O.[NH2:22][C:23]1[S:24][CH:25]=[C:26]2[C:31]=1[C:30](=[O:32])[N:29]([C:33]1[CH:38]=[CH:37][C:36]([Br:39])=[CH:35][CH:34]=1)[N:28]=[C:27]2[C:40]([O:42]CC)=[O:41]. Product: [NH2:22][C:23]1[S:24][CH:25]=[C:26]2[C:31]=1[C:30](=[O:32])[N:29]([C:33]1[CH:34]=[CH:35][C:36]([Br:39])=[CH:37][CH:38]=1)[N:28]=[C:27]2[C:40]([OH:42])=[O:41]. The catalyst class is: 8. (2) Reactant: [CH2:1](Br)[C:2]1[CH:7]=[CH:6][CH:5]=[CH:4][CH:3]=1.[C:9]([O:13][C:14]([N:16]([CH:18]([C:25]1[CH:30]=[CH:29][C:28]([OH:31])=[CH:27][CH:26]=1)[CH2:19][C:20]([O:22][CH2:23][CH3:24])=[O:21])[CH3:17])=[O:15])([CH3:12])([CH3:11])[CH3:10].C(=O)([O-])[O-].[K+].[K+]. Product: [CH2:1]([O:31][C:28]1[CH:29]=[CH:30][C:25]([CH:18]([N:16]([C:14]([O:13][C:9]([CH3:10])([CH3:12])[CH3:11])=[O:15])[CH3:17])[CH2:19][C:20]([O:22][CH2:23][CH3:24])=[O:21])=[CH:26][CH:27]=1)[C:2]1[CH:7]=[CH:6][CH:5]=[CH:4][CH:3]=1. The catalyst class is: 9. (3) Reactant: C([O:3][C:4](=O)[CH2:5][C:6]([C@@H:8]1[CH2:13][CH2:12][N:11]([C:14]([O:16][CH3:17])=[O:15])[C@@H:10]([C:18]2[CH:19]=[N:20][C:21]([C:24]([F:27])([F:26])[F:25])=[CH:22][CH:23]=2)[CH2:9]1)=[O:7])C.[OH-].[Na+].[NH2:31]O.Cl. Product: [O:3]=[C:4]1[CH:5]=[C:6]([C@@H:8]2[CH2:13][CH2:12][N:11]([C:14]([O:16][CH3:17])=[O:15])[C@@H:10]([C:18]3[CH:19]=[N:20][C:21]([C:24]([F:27])([F:26])[F:25])=[CH:22][CH:23]=3)[CH2:9]2)[O:7][NH:31]1. The catalyst class is: 5. (4) Reactant: [CH3:1][O:2][C:3]1[CH:8]=[CH:7][C:6]([C:9]2[S:13][C:12]([C:14]([O:16]C)=[O:15])=[CH:11][CH:10]=2)=[CH:5][CH:4]=1.[OH-].[Na+]. Product: [CH3:1][O:2][C:3]1[CH:4]=[CH:5][C:6]([C:9]2[S:13][C:12]([C:14]([OH:16])=[O:15])=[CH:11][CH:10]=2)=[CH:7][CH:8]=1. The catalyst class is: 125. (5) Reactant: [C:1]1([C:7]2[C:15]3[C:10](=[CH:11][CH:12]=[CH:13][CH:14]=3)[NH:9][C:8]=2[CH2:16]O)[CH:6]=[CH:5][CH:4]=[CH:3][CH:2]=1.[C:18]([OH:22])(=[O:21])[CH2:19][SH:20].B(F)(F)F.[CH3:27][CH2:28]OCC.Cl. Product: [C:1]1([C:7]2[C:15]3[C:10](=[CH:11][CH:12]=[CH:13][CH:14]=3)[NH:9][C:8]=2[CH2:16][S:20][CH2:19][C:18]([O:22][CH2:27][CH3:28])=[O:21])[CH:2]=[CH:3][CH:4]=[CH:5][CH:6]=1. The catalyst class is: 325. (6) Reactant: [F:1][C:2]([F:17])([F:16])[C:3]1[C:8]([C:9]([NH:11][CH2:12][CH2:13][CH:14]=O)=[O:10])=[CH:7][N:6]=[CH:5][CH:4]=1.Cl.[CH3:19][O:20][NH2:21].C([O-])(=O)C.[Na+]. Product: [CH3:19][O:20][N:21]=[CH:14][CH2:13][CH2:12][NH:11][C:9](=[O:10])[C:8]1[C:3]([C:2]([F:17])([F:16])[F:1])=[CH:4][CH:5]=[N:6][CH:7]=1. The catalyst class is: 5. (7) Reactant: [CH3:1][O:2][C:3]([C:5]1[CH:6]=[N:7][C:8]([N:11]2[CH2:24][CH2:23][C:14]3[NH:15][C:16]4[CH:17]=[C:18](Br)[CH:19]=[CH:20][C:21]=4[C:13]=3[CH2:12]2)=[N:9][CH:10]=1)=[O:4].C([O-])([O-])=O.[Cs+].[Cs+].[CH:31]([C:33]1[CH:34]=[C:35](B(O)O)[CH:36]=[CH:37][CH:38]=1)=[O:32]. Product: [CH3:1][O:2][C:3]([C:5]1[CH:6]=[N:7][C:8]([N:11]2[CH2:24][CH2:23][C:14]3[NH:15][C:16]4[CH:17]=[C:18]([C:37]5[CH:36]=[CH:35][CH:34]=[C:33]([CH:31]=[O:32])[CH:38]=5)[CH:19]=[CH:20][C:21]=4[C:13]=3[CH2:12]2)=[N:9][CH:10]=1)=[O:4]. The catalyst class is: 176. (8) Reactant: [Cl:1][C:2]1[CH:7]=[CH:6][C:5]([CH:8]2[CH2:13][C:12](=O)[C:11](=[CH:15]N(C)C)[C:10](=[O:19])[CH2:9]2)=[CH:4][CH:3]=1.Cl.[NH2:21][C:22]([NH2:24])=[NH:23].C(=O)([O-])[O-].[Na+].[Na+].O. Product: [NH2:23][C:22]1[N:24]=[CH:15][C:11]2[C:10](=[O:19])[CH2:9][CH:8]([C:5]3[CH:6]=[CH:7][C:2]([Cl:1])=[CH:3][CH:4]=3)[CH2:13][C:12]=2[N:21]=1. The catalyst class is: 8.